Dataset: Reaction yield outcomes from USPTO patents with 853,638 reactions. Task: Predict the reaction yield, written as a fraction of the theoretical maximum amount of product (1.0 means a 100% yield; for example, 0.34 means a 34% yield). (1) The reactants are [Br:1][C:2]1[CH:3]=[C:4]2[C:14](=[CH:15][CH:16]=1)[O:13][C:7]1[CH:8]=[N:9][C:10]([Cl:12])=[CH:11][C:6]=1[C:5]2([CH2:18][C:19]([O:21][CH2:22][CH3:23])=[O:20])O.[N:24]([Si](C)(C)C)=[N+:25]=[N-:26].C([O+]([B-](F)(F)F)CC)C. The catalyst is C1(C)C=CC=CC=1. The product is [N:24]([C:5]1([CH2:18][C:19]([O:21][CH2:22][CH3:23])=[O:20])[C:6]2[CH:11]=[C:10]([Cl:12])[N:9]=[CH:8][C:7]=2[O:13][C:14]2[C:4]1=[CH:3][C:2]([Br:1])=[CH:16][CH:15]=2)=[N+:25]=[N-:26]. The yield is 0.990. (2) The reactants are [CH2:1]([O:8][C:9]([NH:11][C@H:12]([C:16]([OH:18])=[O:17])[CH:13]([CH3:15])[CH3:14])=[O:10])[C:2]1[CH:7]=[CH:6][CH:5]=[CH:4][CH:3]=1.[CH3:19][C:20]([CH3:25])([CH2:23]O)[CH2:21][OH:22].C1(N=C=NC2CCCCC2)CCCCC1. The catalyst is CN(C)C1C=CN=CC=1.C(Cl)Cl. The product is [CH2:1]([O:8][C:9]([NH:11][C@H:12]([C:16]([O:18][CH2:19][C:20]([CH3:25])([CH3:23])[CH2:21][OH:22])=[O:17])[CH:13]([CH3:15])[CH3:14])=[O:10])[C:2]1[CH:3]=[CH:4][CH:5]=[CH:6][CH:7]=1. The yield is 0.870. (3) The reactants are C(N(CC)CC)C.[CH:8]([C:10]1[C:18]2[C:13](=[CH:14][CH:15]=[CH:16][CH:17]=2)[N:12](C(OC(C)(C)C)=O)[CH:11]=1)=[O:9].[CH:26](=[N:33][C:34]1[CH:39]=[CH:38][N:37]=[C:36]([O:40][CH3:41])[CH:35]=1)[C:27]1[CH:32]=[CH:31][CH:30]=[CH:29][CH:28]=1. The catalyst is [Cl-].C([N+]1C(C)=C(CCO)SC=1)C1C=CC=CC=1.C(O)C. The product is [NH:12]1[C:13]2[C:18](=[CH:17][CH:16]=[CH:15][CH:14]=2)[C:10]([C:8](=[O:9])[CH:26]([NH:33][C:34]2[CH:39]=[CH:38][N:37]=[C:36]([O:40][CH3:41])[CH:35]=2)[C:27]2[CH:28]=[CH:29][CH:30]=[CH:31][CH:32]=2)=[CH:11]1. The yield is 0.0500. (4) The reactants are [Br:1][C:2]1[CH:3]=[C:4]([C:8]([NH:13]C(=O)OC(C)(C)C)([CH3:12])[CH2:9][NH:10][CH3:11])[CH:5]=[CH:6][CH:7]=1. The catalyst is C(O)(C(F)(F)F)=O.C(Cl)Cl. The product is [Br:1][C:2]1[CH:3]=[C:4]([C:8]([NH2:13])([CH3:12])[CH2:9][NH:10][CH3:11])[CH:5]=[CH:6][CH:7]=1. The yield is 0.760. (5) The reactants are [OH:1][C@H:2]([CH3:6])[C:3]([NH2:5])=O.F[B-](F)(F)F.C([O+](CC)CC)C.N[C:20]1[C:21]([NH:29][C@@H:30]2[CH2:35][CH2:34][C@H:33]([C:36]#[N:37])[CH2:32][CH2:31]2)=[C:22]2[S:28][CH:27]=[CH:26][C:23]2=[N:24][CH:25]=1. The catalyst is O1CCCC1.C(O)C. The product is [OH:1][C@@H:2]([C:3]1[N:29]([C@@H:30]2[CH2:31][CH2:32][C@H:33]([C:36]#[N:37])[CH2:34][CH2:35]2)[C:21]2=[C:22]3[S:28][CH:27]=[CH:26][C:23]3=[N:24][CH:25]=[C:20]2[N:5]=1)[CH3:6]. The yield is 0.0290. (6) The reactants are [CH3:1][C:2]1[NH:7][C:6](=[O:8])[CH:5]=[C:4]([C:9]([F:12])([F:11])[F:10])[CH:3]=1.[C:13](=O)([O-])[O-].[K+].[K+].IC.O. The catalyst is COCCOC. The product is [CH3:13][N:7]1[C:2]([CH3:1])=[CH:3][C:4]([C:9]([F:12])([F:10])[F:11])=[CH:5][C:6]1=[O:8]. The yield is 0.970. (7) The reactants are [C:1]([C:5]1[CH:10]=[CH:9][C:8]([N+:11]([O-])=O)=[CH:7][C:6]=1[OH:14])([CH3:4])([CH3:3])[CH3:2].C([O-])=O.[NH4+]. The catalyst is CCO.[Pd]. The product is [C:1]([C:5]1[CH:10]=[CH:9][C:8]([NH2:11])=[CH:7][C:6]=1[OH:14])([CH3:4])([CH3:2])[CH3:3]. The yield is 0.870.